Task: Predict the product of the given reaction.. Dataset: Forward reaction prediction with 1.9M reactions from USPTO patents (1976-2016) Given the reactants [Br:1][C:2]1[N:3]=[CH:4][C:5]([C:12](OC)=[O:13])=[N:6][C:7]=1[CH2:8][CH:9]([CH3:11])[CH3:10].CC(C[AlH]CC(C)C)C.Cl, predict the reaction product. The product is: [Br:1][C:2]1[N:3]=[CH:4][C:5]([CH2:12][OH:13])=[N:6][C:7]=1[CH2:8][CH:9]([CH3:10])[CH3:11].